This data is from Catalyst prediction with 721,799 reactions and 888 catalyst types from USPTO. The task is: Predict which catalyst facilitates the given reaction. (1) Reactant: [CH:1]([C:4]1[CH:9]=[CH:8][C:7]([C:10](=[O:12])[CH3:11])=[C:6]([OH:13])[CH:5]=1)([CH3:3])[CH3:2].[C:14]([O-])([O-])=O.[K+].[K+].CI. Product: [CH:1]([C:4]1[CH:9]=[CH:8][C:7]([C:10](=[O:12])[CH3:11])=[C:6]([O:13][CH3:14])[CH:5]=1)([CH3:3])[CH3:2]. The catalyst class is: 21. (2) Reactant: [CH3:1][NH:2][CH2:3][C:4]1[O:5][C:6]2[CH:13]=[CH:12][CH:11]=[CH:10][C:7]=2[C:8]=1[CH3:9].[ClH:14].[CH3:15][C:16]1([CH3:31])[O:21][C:20]2[CH:22]=[C:23]([CH:26]=[CH:27][C:28]([OH:30])=O)[CH:24]=[N:25][C:19]=2[NH:18][CH2:17]1.ON1C2C=CC=CC=2N=N1.C(N(C(C)C)CC)(C)C.CN(C)CCCN=C=NCC. Product: [ClH:14].[CH3:31][C:16]1([CH3:15])[O:21][C:20]2[CH:22]=[C:23](/[CH:26]=[CH:27]/[C:28]([N:2]([CH3:1])[CH2:3][C:4]3[O:5][C:6]4[CH:13]=[CH:12][CH:11]=[CH:10][C:7]=4[C:8]=3[CH3:9])=[O:30])[CH:24]=[N:25][C:19]=2[NH:18][CH2:17]1. The catalyst class is: 18.